This data is from Full USPTO retrosynthesis dataset with 1.9M reactions from patents (1976-2016). The task is: Predict the reactants needed to synthesize the given product. Given the product [CH2:10]([N:5]([CH2:6][CH2:7][C:8]#[N:9])[CH2:4][CH2:3][C:1]#[N:2])[C:11]1[CH:16]=[CH:15][CH:14]=[CH:13][CH:12]=1, predict the reactants needed to synthesize it. The reactants are: [C:1]([CH2:3][CH2:4][NH:5][CH2:6][CH2:7][C:8]#[N:9])#[N:2].[CH2:10](Cl)[C:11]1[CH:16]=[CH:15][CH:14]=[CH:13][CH:12]=1.C(=O)([O-])[O-].[Na+].[Na+].